Dataset: Forward reaction prediction with 1.9M reactions from USPTO patents (1976-2016). Task: Predict the product of the given reaction. (1) Given the reactants Cl[C:2]1[N:3]=[CH:4][C:5](I)=[C:6]2[C:11]=1[N:10]=[C:9]([CH3:12])[CH:8]=[CH:7]2.[N:14]1[CH:19]=[CH:18][CH:17]=[C:16](B(O)O)[CH:15]=1.[Cl:23][C:24]1[CH:29]=[C:28]([NH2:30])[CH:27]=[CH:26][N:25]=1, predict the reaction product. The product is: [Cl:23][C:24]1[CH:29]=[C:28]([NH:30][C:2]2[N:3]=[CH:4][C:5]([C:16]3[CH:15]=[N:14][CH:19]=[CH:18][CH:17]=3)=[C:6]3[C:11]=2[N:10]=[C:9]([CH3:12])[CH:8]=[CH:7]3)[CH:27]=[CH:26][N:25]=1. (2) Given the reactants [CH2:1]([O:4][CH2:5][C:6]([CH2:11][O:12][CH2:13][CH:14]=[CH2:15])([CH2:9][CH3:10])[CH2:7][OH:8])[CH:2]=[CH2:3].C(Cl)(=O)C(Cl)=O, predict the reaction product. The product is: [CH2:13]([O:12][CH2:11][C:6]([CH2:5][O:4][CH2:1][CH:2]=[CH2:3])([CH2:9][CH3:10])[CH:7]=[O:8])[CH:14]=[CH2:15]. (3) Given the reactants [CH2:1]([NH:8][C:9]1[CH:14]=[C:13]([C:15]([F:18])([F:17])[F:16])[N:12]=[C:11]([Cl:19])[C:10]=1[N+:20]([O-:22])=[O:21])[C:2]1[CH:7]=[CH:6][CH:5]=[CH:4][CH:3]=1.CC(C)([O-])C.[K+].Cl[C:30]([O:32][CH2:33][CH3:34])=[O:31], predict the reaction product. The product is: [CH2:33]([O:32][C:30](=[O:31])[N:8]([C:9]1[CH:14]=[C:13]([C:15]([F:17])([F:18])[F:16])[N:12]=[C:11]([Cl:19])[C:10]=1[N+:20]([O-:22])=[O:21])[CH2:1][C:2]1[CH:3]=[CH:4][CH:5]=[CH:6][CH:7]=1)[CH3:34]. (4) Given the reactants [F:1][C:2]1[CH:7]=[C:6]([F:8])[C:5]([C:9]2[C:10]([CH3:21])=[N:11][C:12]3[C:17]([CH:18]=2)=[CH:16][N:15]=[C:14]([NH:19][CH3:20])[CH:13]=3)=[CH:4][C:3]=1[NH:22][C:23](=[O:28])OC(C)=C.[CH3:29][C:30]([CH3:35])([CH3:34])[CH2:31][CH2:32][NH2:33].CN1CCCC1, predict the reaction product. The product is: [F:1][C:2]1[CH:7]=[C:6]([F:8])[C:5]([C:9]2[C:10]([CH3:21])=[N:11][C:12]3[C:17]([CH:18]=2)=[CH:16][N:15]=[C:14]([NH:19][CH3:20])[CH:13]=3)=[CH:4][C:3]=1[NH:22][C:23]([NH:33][CH2:32][CH2:31][C:30]([CH3:35])([CH3:34])[CH3:29])=[O:28].